Dataset: CYP2C9 inhibition data for predicting drug metabolism from PubChem BioAssay. Task: Regression/Classification. Given a drug SMILES string, predict its absorption, distribution, metabolism, or excretion properties. Task type varies by dataset: regression for continuous measurements (e.g., permeability, clearance, half-life) or binary classification for categorical outcomes (e.g., BBB penetration, CYP inhibition). Dataset: cyp2c9_veith. (1) The molecule is C[C@@H]([C@H](O)c1ccc(O)cc1)N1CCC(Cc2ccccc2)CC1.O=C(O)[C@@H](O)[C@@H](O)C(=O)O. The result is 0 (non-inhibitor). (2) The drug is N#CCCn1c(=O)cnc2cnc(Nc3ccccc3)nc21. The result is 0 (non-inhibitor). (3) The compound is Cc1cccc(-n2c(=O)c3c(n4cnnc24)-c2ccccc2CC32CCCCC2)c1. The result is 1 (inhibitor). (4) The molecule is C=C(C)C1Cc2nc(N)nc(C)c2C1. The result is 0 (non-inhibitor). (5) The compound is O=C(c1csnn1)N1CCC2(CC1)CN(c1ncccn1)C2. The result is 0 (non-inhibitor). (6) The molecule is C[C@@]12CC[C@@H]3[C@H](CC[C@H]4C[C@@H](O)CC[C@]43C)[C@@]1(O)CC[C@@H]2C1=CC(=O)OC1. The result is 0 (non-inhibitor). (7) The result is 0 (non-inhibitor). The compound is Clc1ccccc1-c1nccc(NCc2cccs2)n1. (8) The compound is O=C(O)c1ccccc1C(=O)NNc1ccc(Cl)cc1. The result is 0 (non-inhibitor). (9) The molecule is CCCNC(=O)Cn1cnc2sc(C(=O)NCCN(CC)CC)c(C)c2c1=O. The result is 0 (non-inhibitor). (10) The molecule is CN1CCN(CC(=O)N2c3ccccc3Sc3cc4ccccc4cc32)CC1. The result is 0 (non-inhibitor).